This data is from NCI-60 drug combinations with 297,098 pairs across 59 cell lines. The task is: Regression. Given two drug SMILES strings and cell line genomic features, predict the synergy score measuring deviation from expected non-interaction effect. (1) Drug 1: CCCS(=O)(=O)NC1=C(C(=C(C=C1)F)C(=O)C2=CNC3=C2C=C(C=N3)C4=CC=C(C=C4)Cl)F. Drug 2: CCN(CC)CCCC(C)NC1=C2C=C(C=CC2=NC3=C1C=CC(=C3)Cl)OC. Cell line: SK-MEL-5. Synergy scores: CSS=20.9, Synergy_ZIP=-5.63, Synergy_Bliss=-5.88, Synergy_Loewe=-15.5, Synergy_HSA=-5.88. (2) Drug 1: CC12CCC3C(C1CCC2O)C(CC4=C3C=CC(=C4)O)CCCCCCCCCS(=O)CCCC(C(F)(F)F)(F)F. Drug 2: CCCCCOC(=O)NC1=NC(=O)N(C=C1F)C2C(C(C(O2)C)O)O. Cell line: OVCAR-8. Synergy scores: CSS=0.646, Synergy_ZIP=-0.353, Synergy_Bliss=-2.14, Synergy_Loewe=-1.44, Synergy_HSA=-2.05. (3) Drug 1: COC1=C(C=C2C(=C1)N=CN=C2NC3=CC(=C(C=C3)F)Cl)OCCCN4CCOCC4. Drug 2: C1=NC2=C(N1)C(=S)N=CN2. Cell line: NCI-H226. Synergy scores: CSS=31.2, Synergy_ZIP=-9.90, Synergy_Bliss=-7.72, Synergy_Loewe=-5.93, Synergy_HSA=-3.50. (4) Drug 1: C1=CC(=C2C(=C1NCCNCCO)C(=O)C3=C(C=CC(=C3C2=O)O)O)NCCNCCO. Drug 2: CN(C(=O)NC(C=O)C(C(C(CO)O)O)O)N=O. Cell line: SF-268. Synergy scores: CSS=33.7, Synergy_ZIP=0.0281, Synergy_Bliss=-6.67, Synergy_Loewe=-20.3, Synergy_HSA=-5.14. (5) Drug 1: C1=CC(=CC=C1CC(C(=O)O)N)N(CCCl)CCCl.Cl. Drug 2: C#CCC(CC1=CN=C2C(=N1)C(=NC(=N2)N)N)C3=CC=C(C=C3)C(=O)NC(CCC(=O)O)C(=O)O. Cell line: SNB-75. Synergy scores: CSS=2.77, Synergy_ZIP=-0.690, Synergy_Bliss=-0.806, Synergy_Loewe=-4.61, Synergy_HSA=-3.58. (6) Drug 1: COC1=NC(=NC2=C1N=CN2C3C(C(C(O3)CO)O)O)N. Drug 2: CC(C)CN1C=NC2=C1C3=CC=CC=C3N=C2N. Cell line: K-562. Synergy scores: CSS=-9.87, Synergy_ZIP=9.97, Synergy_Bliss=8.59, Synergy_Loewe=-11.1, Synergy_HSA=-6.09. (7) Drug 1: C1=CN(C(=O)N=C1N)C2C(C(C(O2)CO)O)O.Cl. Drug 2: CC1C(C(CC(O1)OC2CC(CC3=C2C(=C4C(=C3O)C(=O)C5=CC=CC=C5C4=O)O)(C(=O)C)O)N)O. Cell line: MDA-MB-231. Synergy scores: CSS=43.1, Synergy_ZIP=-7.18, Synergy_Bliss=-7.44, Synergy_Loewe=-5.53, Synergy_HSA=-1.53. (8) Cell line: UACC-257. Drug 1: CNC(=O)C1=CC=CC=C1SC2=CC3=C(C=C2)C(=NN3)C=CC4=CC=CC=N4. Drug 2: CN1CCC(CC1)COC2=C(C=C3C(=C2)N=CN=C3NC4=C(C=C(C=C4)Br)F)OC. Synergy scores: CSS=4.55, Synergy_ZIP=-0.0560, Synergy_Bliss=5.10, Synergy_Loewe=3.66, Synergy_HSA=3.61. (9) Drug 1: CC=C1C(=O)NC(C(=O)OC2CC(=O)NC(C(=O)NC(CSSCCC=C2)C(=O)N1)C(C)C)C(C)C. Drug 2: N.N.Cl[Pt+2]Cl. Cell line: MCF7. Synergy scores: CSS=59.2, Synergy_ZIP=-4.79, Synergy_Bliss=0.422, Synergy_Loewe=-4.96, Synergy_HSA=4.97. (10) Drug 1: CCC(=C(C1=CC=CC=C1)C2=CC=C(C=C2)OCCN(C)C)C3=CC=CC=C3.C(C(=O)O)C(CC(=O)O)(C(=O)O)O. Drug 2: C1=NC2=C(N=C(N=C2N1C3C(C(C(O3)CO)O)F)Cl)N. Cell line: OVCAR-4. Synergy scores: CSS=-0.200, Synergy_ZIP=1.35, Synergy_Bliss=2.73, Synergy_Loewe=-1.41, Synergy_HSA=-0.500.